This data is from Full USPTO retrosynthesis dataset with 1.9M reactions from patents (1976-2016). The task is: Predict the reactants needed to synthesize the given product. (1) Given the product [Cl:35][C:36]1[CH:37]=[CH:38][C:39]([O:43][CH3:44])=[C:40]([NH:42][C:2]2[N:7]=[CH:6][N:5]=[C:4]([O:8][C:9]3[CH:14]=[CH:13][C:12]([NH:15][C:16]([NH:18][C:19]4[CH:24]=[CH:23][C:22]([N:25]5[CH2:26][CH2:27][O:28][CH2:29][CH2:30]5)=[C:21]([C:31]([F:34])([F:33])[F:32])[CH:20]=4)=[O:17])=[CH:11][CH:10]=3)[CH:3]=2)[CH:41]=1, predict the reactants needed to synthesize it. The reactants are: Cl[C:2]1[N:7]=[CH:6][N:5]=[C:4]([O:8][C:9]2[CH:14]=[CH:13][C:12]([NH:15][C:16]([NH:18][C:19]3[CH:24]=[CH:23][C:22]([N:25]4[CH2:30][CH2:29][O:28][CH2:27][CH2:26]4)=[C:21]([C:31]([F:34])([F:33])[F:32])[CH:20]=3)=[O:17])=[CH:11][CH:10]=2)[CH:3]=1.[Cl:35][C:36]1[CH:37]=[CH:38][C:39]([O:43][CH3:44])=[C:40]([NH2:42])[CH:41]=1.Cl. (2) Given the product [CH3:9][O:10][CH:11]([O:19][CH3:20])[C:12]1[CH:13]=[CH:14][N:4]=[C:2]([SH:3])[N:1]=1, predict the reactants needed to synthesize it. The reactants are: [NH2:1][C:2]([NH2:4])=[S:3].[O-]CC.[Na+].[CH3:9][O:10][CH:11]([O:19][CH3:20])[C:12](=O)[CH:13]=[CH:14]N(C)C.